Dataset: Peptide-MHC class II binding affinity with 134,281 pairs from IEDB. Task: Regression. Given a peptide amino acid sequence and an MHC pseudo amino acid sequence, predict their binding affinity value. This is MHC class II binding data. (1) The MHC is DRB3_0202 with pseudo-sequence DRB3_0202. The binding affinity (normalized) is 0.111. The peptide sequence is AAESSSKAALTSKLD. (2) The MHC is DRB4_0101 with pseudo-sequence DRB4_0103. The binding affinity (normalized) is 0.166. The peptide sequence is YDVPDYASLRSLVAS. (3) The binding affinity (normalized) is 0.199. The MHC is HLA-DQA10101-DQB10501 with pseudo-sequence HLA-DQA10101-DQB10501. The peptide sequence is TAAVELARALVRAVA. (4) The peptide sequence is KPVSKMRMATPLLMQALP. The MHC is DRB1_0404 with pseudo-sequence DRB1_0404. The binding affinity (normalized) is 0.637. (5) The peptide sequence is CFNCGKEGHLARNCRAPR. The MHC is DRB1_1101 with pseudo-sequence DRB1_1101. The binding affinity (normalized) is 0.331. (6) The peptide sequence is LRFRVPWISDTPYRV. The MHC is DRB5_0101 with pseudo-sequence DRB5_0101. The binding affinity (normalized) is 0.273. (7) The peptide sequence is HSLLDEGKQSLTKLA. The MHC is DRB1_0901 with pseudo-sequence DRB1_0901. The binding affinity (normalized) is 0.140.